Predict which catalyst facilitates the given reaction. From a dataset of Catalyst prediction with 721,799 reactions and 888 catalyst types from USPTO. (1) Reactant: [C:1]1([C@H:11]([NH:13][CH:14]2[CH2:19][CH2:18][CH2:17][CH:16]([C:20](O)=O)[CH2:15]2)[CH3:12])[C:10]2[C:5](=[CH:6][CH:7]=[CH:8][CH:9]=2)[CH:4]=[CH:3][CH:2]=1.[F:23][C:24]1[CH:33]=[CH:32][C:27]([C:28]([NH:30][OH:31])=[NH:29])=[CH:26][CH:25]=1. Product: [F:23][C:24]1[CH:33]=[CH:32][C:27]([C:28]2[N:29]=[C:20]([CH:16]3[CH2:17][CH2:18][CH2:19][CH:14]([NH:13][C@@H:11]([C:1]4[C:10]5[C:5](=[CH:6][CH:7]=[CH:8][CH:9]=5)[CH:4]=[CH:3][CH:2]=4)[CH3:12])[CH2:15]3)[O:31][N:30]=2)=[CH:26][CH:25]=1. The catalyst class is: 25. (2) Reactant: [C:1]1([CH:7]([C:9]2[CH:10]=[N:11][C:12]3[C:17]([C:18]=2[C:19]2[CH:24]=[CH:23][CH:22]=[CH:21][CH:20]=2)=[CH:16][CH:15]=[CH:14][C:13]=3[C:25]([F:28])([F:27])[F:26])[OH:8])[CH:6]=[CH:5][CH:4]=[CH:3][CH:2]=1.[H-].[Na+].I[CH3:32]. Product: [CH3:32][O:8][CH:7]([C:1]1[CH:6]=[CH:5][CH:4]=[CH:3][CH:2]=1)[C:9]1[CH:10]=[N:11][C:12]2[C:17]([C:18]=1[C:19]1[CH:20]=[CH:21][CH:22]=[CH:23][CH:24]=1)=[CH:16][CH:15]=[CH:14][C:13]=2[C:25]([F:28])([F:26])[F:27]. The catalyst class is: 3. (3) Reactant: Br[C:2]1[CH:3]=[CH:4][C:5]([O:10][CH2:11][C:12]([F:15])([F:14])[F:13])=[C:6]([CH:9]=1)[C:7]#[N:8].[O:16]1[CH2:21]COC[CH2:17]1.C(=O)([O-])[O-].[Cs+].[Cs+]. Product: [CH3:17][O:16][CH2:21][C:2]1[CH:3]=[CH:4][C:5]([O:10][CH2:11][C:12]([F:15])([F:14])[F:13])=[C:6]([CH:9]=1)[C:7]#[N:8]. The catalyst class is: 238. (4) Reactant: C[O:2][C:3]1[CH:12]=[CH:11][C:10]2[C:5](=[CH:6][CH:7]=[C:8]([C:13]3[CH:18]=[CH:17][CH:16]=[C:15]([O:19]C)[CH:14]=3)[CH:9]=2)[C:4]=1[S:21][C:22]1[CH:27]=[CH:26][CH:25]=[CH:24][CH:23]=1.B(Br)(Br)Br. Product: [OH:19][C:15]1[CH:14]=[C:13]([C:8]2[CH:9]=[C:10]3[C:5](=[CH:6][CH:7]=2)[C:4]([S:21][C:22]2[CH:27]=[CH:26][CH:25]=[CH:24][CH:23]=2)=[C:3]([OH:2])[CH:12]=[CH:11]3)[CH:18]=[CH:17][CH:16]=1. The catalyst class is: 244. (5) Reactant: [C:1]([C:4](=[CH:17][C:18]1[CH:23]=[CH:22][CH:21]=[C:20]([Cl:24])[CH:19]=1)[C:5]([NH:7][CH2:8][CH:9]=[CH:10][C:11]1[CH:16]=[CH:15][CH:14]=[CH:13][CH:12]=1)=[O:6])(=O)[CH3:2].Cl.[C:26]([C:29]1[CH:30]=[NH+:31][CH:32]=[CH:33][CH:34]=1)(=[NH:28])[NH2:27].C([O-])(=O)C.[Na+]. Product: [Cl:24][C:20]1[CH:19]=[C:18]([C:17]2[C:4]([C:5]([NH:7][CH2:8][CH:9]=[CH:10][C:11]3[CH:16]=[CH:15][CH:14]=[CH:13][CH:12]=3)=[O:6])=[C:1]([CH3:2])[N:28]=[C:26]([C:29]3[CH:30]=[N:31][CH:32]=[CH:33][CH:34]=3)[N:27]=2)[CH:23]=[CH:22][CH:21]=1. The catalyst class is: 39. (6) Reactant: [C:1]([C:5]1[CH:10]=[CH:9][C:8]([N:11]2[CH:15]([C:16]([OH:18])=[O:17])[CH2:14][CH2:13][CH:12]2[C:19]([OH:21])=[O:20])=[CH:7][CH:6]=1)([CH3:4])([CH3:3])[CH3:2].C(#N)C. Product: [C:1]([C:5]1[CH:6]=[CH:7][C:8]([N:11]2[C@@H:15]([C:16]([OH:18])=[O:17])[CH2:14][CH2:13][C@@H:12]2[C:19]([OH:21])=[O:20])=[CH:9][CH:10]=1)([CH3:4])([CH3:2])[CH3:3]. The catalyst class is: 6. (7) Reactant: [Br-].C[PH3+].[CH3:4]C(C)([O-])C.[K+].[C:10]1([N:16]([C:25]2[CH:30]=[CH:29][CH:28]=[CH:27][CH:26]=2)[C:17]2[CH:24]=[CH:23][C:20]([CH:21]=O)=[CH:19][CH:18]=2)[CH:15]=[CH:14][CH:13]=[CH:12][CH:11]=1. Product: [C:10]1([N:16]([C:25]2[CH:30]=[CH:29][CH:28]=[CH:27][CH:26]=2)[C:17]2[CH:24]=[CH:23][C:20]([CH:21]=[CH2:4])=[CH:19][CH:18]=2)[CH:15]=[CH:14][CH:13]=[CH:12][CH:11]=1. The catalyst class is: 266. (8) Reactant: [Cl:1][C:2]1[N:7]=[C:6]([CH2:8][C:9]([C:11]2[CH:12]=[C:13]([CH:16]=[CH:17][CH:18]=2)[C:14]#[N:15])=O)[CH:5]=[CH:4][N:3]=1.Cl[C:20]1[N:25]=[C:24](/[CH:26]=[C:27](\[C:29]2C=C(C=CC=2)C#N)/O)C=C[N:21]=1.C1C(=O)N(Br)C(=O)C1.NC1C=CC=CN=1. Product: [Cl:1][C:2]1[N:7]=[C:6]([C:8]2[N:25]3[CH:24]=[CH:26][CH:27]=[CH:29][C:20]3=[N:21][C:9]=2[C:11]2[CH:12]=[C:13]([CH:16]=[CH:17][CH:18]=2)[C:14]#[N:15])[CH:5]=[CH:4][N:3]=1. The catalyst class is: 781.